This data is from In vitro SARS-CoV-2 activity screen of 1,480 approved drugs from Prestwick library. The task is: Binary Classification. Given a drug SMILES string, predict its activity (active/inactive) in a high-throughput screening assay against a specified biological target. (1) The drug is CC(=O)OCC1OC([S-])C(OC(C)=O)C(OC(C)=O)C1OC(C)=O.CCP(CC)CC.[Au+]. The result is 0 (inactive). (2) The compound is O=C(CCCN1CCC(O)(c2ccc(Cl)cc2)CC1)c1ccc(F)cc1. The result is 0 (inactive). (3) The molecule is Clc1ccccc1C(c1ccccc1)(c1ccccc1)n1ccnc1. The result is 0 (inactive). (4) The result is 0 (inactive). The drug is CCCCCCCCNC(C)C(O)c1ccc(SC(C)C)cc1.